From a dataset of Reaction yield outcomes from USPTO patents with 853,638 reactions. Predict the reaction yield, written as a fraction of the theoretical maximum amount of product (1.0 means a 100% yield; for example, 0.34 means a 34% yield). (1) The reactants are [Cl:1][C:2]1[CH:7]=[CH:6][C:5]([NH:8][C:9](=[O:21])[C:10]2[CH:15]=[CH:14][C:13]([C:16]([F:19])([F:18])[F:17])=[N:12][C:11]=2[CH3:20])=[CH:4][C:3]=1[C:22]1[NH:26][C:25]2[CH:27]=[CH:28][C:29]([N+:31]([O-])=O)=[CH:30][C:24]=2[N:23]=1. The catalyst is C(O)C.Cl.[Pd]. The product is [NH2:31][C:29]1[CH:28]=[CH:27][C:25]2[NH:26][C:22]([C:3]3[CH:4]=[C:5]([NH:8][C:9](=[O:21])[C:10]4[CH:15]=[CH:14][C:13]([C:16]([F:17])([F:19])[F:18])=[N:12][C:11]=4[CH3:20])[CH:6]=[CH:7][C:2]=3[Cl:1])=[N:23][C:24]=2[CH:30]=1. The yield is 1.00. (2) The reactants are C([NH:4][C:5]1[C:14]([N+:15]([O-:17])=[O:16])=[CH:13][C:8]([C:9]([O:11][CH3:12])=[O:10])=[C:7]([O:18][CH3:19])[CH:6]=1)(=O)C.Cl.[CH2:21](O)C. No catalyst specified. The product is [NH2:4][C:5]1[C:14]([N+:15]([O-:17])=[O:16])=[CH:13][C:8]([C:9]([O:11][CH2:12][CH3:21])=[O:10])=[C:7]([O:18][CH3:19])[CH:6]=1. The yield is 0.910. (3) The reactants are [F:1][C:2]([F:16])([F:15])[C:3]1[CH:4]=[C:5]([N:9]2[CH:13]=[C:12]([NH2:14])[N:11]=[CH:10]2)[CH:6]=[CH:7][CH:8]=1.[N+:17]([C:20]1[CH:28]=[CH:27][C:26]([N:29]2[CH2:34][CH2:33][CH2:32][CH2:31][CH2:30]2)=[CH:25][C:21]=1[C:22](O)=[O:23])([O-:19])=[O:18].CCN=C=NCCCN(C)C.Cl. The catalyst is ClCCl.CN(C)C1C=CN=CC=1. The product is [N+:17]([C:20]1[CH:28]=[CH:27][C:26]([N:29]2[CH2:34][CH2:33][CH2:32][CH2:31][CH2:30]2)=[CH:25][C:21]=1[C:22]([NH:14][C:12]1[N:11]=[CH:10][N:9]([C:5]2[CH:6]=[CH:7][CH:8]=[C:3]([C:2]([F:1])([F:15])[F:16])[CH:4]=2)[CH:13]=1)=[O:23])([O-:19])=[O:18]. The yield is 0.220. (4) The reactants are [NH:1]1[C:5]2=[N:6][CH:7]=[CH:8][CH:9]=[C:4]2[CH:3]=[CH:2]1.[Cl:10][C:11]1[N:16]=[C:15]([O:17][CH3:18])[C:14]([CH:19]=[O:20])=[CH:13][CH:12]=1.CO.[OH-].[K+]. The catalyst is ClCCl. The product is [Cl:10][C:11]1[N:16]=[C:15]([O:17][CH3:18])[C:14]([CH:19]([C:3]2[C:4]3[C:5](=[N:6][CH:7]=[CH:8][CH:9]=3)[NH:1][CH:2]=2)[OH:20])=[CH:13][CH:12]=1. The yield is 0.550. (5) The reactants are S(Cl)([Cl:3])=O.[C:5]([NH:8][C:9]1[N:14]=[C:13]([CH2:15]O)[CH:12]=[CH:11][N:10]=1)(=[O:7])[CH3:6]. The catalyst is C(Cl)Cl. The product is [C:5]([NH:8][C:9]1[N:14]=[C:13]([CH2:15][Cl:3])[CH:12]=[CH:11][N:10]=1)(=[O:7])[CH3:6]. The yield is 0.180. (6) The reactants are [Cl:1][C:2]1[CH:7]=[C:6]([Cl:8])[CH:5]=[CH:4][C:3]=1[C:9]1[N:14]2[CH:15]=[C:16]([C:18]([O:20]CC)=[O:19])[N:17]=[C:13]2[N:12]=[C:11]([CH3:23])[C:10]=1[C:24]([O:26][C:27]([CH3:30])([CH3:29])[CH3:28])=[O:25].O[Li].O. The catalyst is C1COCC1.CO.O. The product is [C:27]([O:26][C:24]([C:10]1[C:11]([CH3:23])=[N:12][C:13]2[N:14]([CH:15]=[C:16]([C:18]([OH:20])=[O:19])[N:17]=2)[C:9]=1[C:3]1[CH:4]=[CH:5][C:6]([Cl:8])=[CH:7][C:2]=1[Cl:1])=[O:25])([CH3:30])([CH3:29])[CH3:28]. The yield is 0.900. (7) The reactants are [OH-].[Na+].[CH:3]1([N:6]2[C:14]3[C:9](=[C:10]([N:39]4[CH2:44][CH2:43][CH:42]([C:45]([O:47]CC)=[O:46])[CH2:41][CH2:40]4)[CH:11]=[C:12]([C:15]([N:17]4[CH2:22][CH2:21][C:20]5([CH2:31][C:30](=[O:32])[C:29]6[C:24](=[CH:25][CH:26]=[C:27]([C:33]7[CH:34]=[N:35][N:36]([CH3:38])[CH:37]=7)[CH:28]=6)[O:23]5)[CH2:19][CH2:18]4)=[O:16])[CH:13]=3)[CH:8]=[CH:7]2)[CH2:5][CH2:4]1.CO.Cl. The catalyst is C1COCC1. The product is [CH:3]1([N:6]2[C:14]3[C:9](=[C:10]([N:39]4[CH2:44][CH2:43][CH:42]([C:45]([OH:47])=[O:46])[CH2:41][CH2:40]4)[CH:11]=[C:12]([C:15]([N:17]4[CH2:18][CH2:19][C:20]5([CH2:31][C:30](=[O:32])[C:29]6[C:24](=[CH:25][CH:26]=[C:27]([C:33]7[CH:34]=[N:35][N:36]([CH3:38])[CH:37]=7)[CH:28]=6)[O:23]5)[CH2:21][CH2:22]4)=[O:16])[CH:13]=3)[CH:8]=[CH:7]2)[CH2:4][CH2:5]1. The yield is 0.357.